This data is from Full USPTO retrosynthesis dataset with 1.9M reactions from patents (1976-2016). The task is: Predict the reactants needed to synthesize the given product. (1) Given the product [C:31]([N:11]1[C:12]([C:14]2[CH:19]=[CH:18][CH:17]=[CH:16][C:15]=2[O:20][CH2:21][CH2:22][CH3:23])=[CH:13][C:8]([C:5]2[CH:4]=[C:3]3[C:2](=[CH:7][CH:6]=2)[N:1]([C:26](=[O:29])[CH3:27])[N:38]=[CH:25]3)=[N:9][C:10]1=[O:24])(=[O:34])[CH3:32], predict the reactants needed to synthesize it. The reactants are: [NH2:1][C:2]1[CH:7]=[CH:6][C:5]([C:8]2[CH:13]=[C:12]([C:14]3[CH:19]=[CH:18][CH:17]=[CH:16][C:15]=3[O:20][CH2:21][CH2:22][CH3:23])[NH:11][C:10](=[O:24])[N:9]=2)=[CH:4][C:3]=1[CH3:25].[C:26]([O-:29])(=O)[CH3:27].[Na+].[C:31]([O:34]C(=O)C)(=O)[CH3:32].[N:38](OCCC(C)C)=O. (2) The reactants are: [F:8][C:7]([F:10])([F:9])[C:6](O[C:6](=[O:11])[C:7]([F:10])([F:9])[F:8])=[O:11].[NH2:14][C:15]1[C:19]([Cl:20])=[CH:18][S:17][CH:16]=1.C(N(CC)CC)C. Given the product [Cl:20][C:19]1[C:15]([NH:14][C:6](=[O:11])[C:7]([F:8])([F:9])[F:10])=[CH:16][S:17][CH:18]=1, predict the reactants needed to synthesize it. (3) Given the product [ClH:31].[CH3:29][CH:28]([C:25]1[CH:24]=[CH:23][C:22]([O:21][CH2:20][C@H:10]2[C@@H:11]([NH:14][S:15]([CH2:18][CH3:19])(=[O:16])=[O:17])[CH2:12][CH2:13][NH:8][CH2:9]2)=[CH:27][CH:26]=1)[CH3:30], predict the reactants needed to synthesize it. The reactants are: C([N:8]1[CH2:13][CH2:12][C@H:11]([NH:14][S:15]([CH2:18][CH3:19])(=[O:17])=[O:16])[C@H:10]([CH2:20][O:21][C:22]2[CH:27]=[CH:26][C:25]([CH:28]([CH3:30])[CH3:29])=[CH:24][CH:23]=2)[CH2:9]1)C1C=CC=CC=1.[ClH:31].CO. (4) Given the product [Cl:1][C:2]1[CH:7]=[CH:6][C:5]([NH:8][C:18]#[C:17][Si:19]([CH3:22])([CH3:21])[CH3:20])=[CH:4][CH:3]=1, predict the reactants needed to synthesize it. The reactants are: [Cl:1][C:2]1[CH:7]=[CH:6][C:5]([NH2:8])=[C:4](I)[CH:3]=1.C(N(CC)CC)C.[C:17]([Si:19]([CH3:22])([CH3:21])[CH3:20])#[CH:18]. (5) Given the product [F:21][C:22]1[CH:23]=[C:24]([CH:27]=[CH:28][CH:29]=1)[CH2:25][N:1]1[CH2:5][CH2:4][CH2:3][C@@H:2]1[C:6]([NH:8][C@H:9]([C:11]1[CH:12]=[CH:13][C:14]([C:15]([O:17][CH3:18])=[O:16])=[CH:19][CH:20]=1)[CH3:10])=[O:7], predict the reactants needed to synthesize it. The reactants are: [NH:1]1[CH2:5][CH2:4][CH2:3][C@@H:2]1[C:6]([NH:8][C@H:9]([C:11]1[CH:20]=[CH:19][C:14]([C:15]([O:17][CH3:18])=[O:16])=[CH:13][CH:12]=1)[CH3:10])=[O:7].[F:21][C:22]1[CH:23]=[C:24]([CH:27]=[CH:28][CH:29]=1)[CH2:25]Br.C([O-])([O-])=O.[Na+].[Na+]. (6) Given the product [Cl:18][C:15]1[CH:16]=[CH:17][C:12]([CH2:11][N:10]2[C:9]3[C:8](=[O:19])[N:7]([CH2:20][CH2:21][CH2:22][OH:23])[C:6](=[O:24])[N:5]([CH2:25][CH3:26])[C:4]=3[N:3]=[C:2]2[O:34][C:30]2[CH:31]=[N:32][CH:33]=[C:28]([CH3:27])[CH:29]=2)=[CH:13][CH:14]=1, predict the reactants needed to synthesize it. The reactants are: Cl[C:2]1[N:10]([CH2:11][C:12]2[CH:17]=[CH:16][C:15]([Cl:18])=[CH:14][CH:13]=2)[C:9]2[C:8](=[O:19])[N:7]([CH2:20][CH2:21][CH2:22][OH:23])[C:6](=[O:24])[N:5]([CH2:25][CH3:26])[C:4]=2[N:3]=1.[CH3:27][C:28]1[CH:29]=[C:30]([OH:34])[CH:31]=[N:32][CH:33]=1.C(=O)([O-])[O-].[K+].[K+].C(OCC)(=O)C. (7) Given the product [CH2:2]([O:33][C:22]1[CH:23]=[C:24]([CH2:27][CH2:28][C:29]([O:31][CH3:32])=[O:30])[CH:25]=[CH:26][C:21]=1[C:17]1[CH:18]=[CH:19][CH:20]=[C:15]([N:13]([CH3:14])[C:12]([NH:11][CH2:4][CH2:5][CH2:6][CH2:7][CH2:8][CH2:9][CH3:10])=[O:34])[CH:16]=1)[CH3:3], predict the reactants needed to synthesize it. The reactants are: I[CH2:2][CH3:3].[CH2:4]([NH:11][C:12](=[O:34])[N:13]([C:15]1[CH:16]=[C:17]([C:21]2[CH:26]=[CH:25][C:24]([CH2:27][CH2:28][C:29]([O:31][CH3:32])=[O:30])=[CH:23][C:22]=2[OH:33])[CH:18]=[CH:19][CH:20]=1)[CH3:14])[CH2:5][CH2:6][CH2:7][CH2:8][CH2:9][CH3:10].C(=O)([O-])[O-].[K+].[K+]. (8) Given the product [CH2:35]([N:37]([CH2:40][CH3:41])[CH2:38][CH3:39])[CH3:36].[C:1]([C:5]1[CH:6]=[C:7]2[C:11](=[CH:12][CH:13]=1)[C@H:10]([NH:14][C:15]([NH:17][C:18]1[CH:26]=[CH:25][CH:24]=[C:23]3[C:19]=1[CH:20]=[N:21][N:22]3[C:27]([O:29][CH2:30][P:31](=[O:32])([OH:34])[OH:33])=[O:28])=[O:16])[CH2:9][CH2:8]2)([CH3:4])([CH3:2])[CH3:3], predict the reactants needed to synthesize it. The reactants are: [C:1]([C:5]1[CH:6]=[C:7]2[C:11](=[CH:12][CH:13]=1)[C@H:10]([NH:14][C:15]([NH:17][C:18]1[CH:26]=[CH:25][CH:24]=[C:23]3[C:19]=1[CH:20]=[N:21][N:22]3[C:27]([O:29][CH2:30][P:31](=[O:34])([OH:33])[OH:32])=[O:28])=[O:16])[CH2:9][CH2:8]2)([CH3:4])([CH3:3])[CH3:2].[CH2:35]([N:37]([CH2:40][CH3:41])[CH2:38][CH3:39])[CH3:36]. (9) Given the product [O:33]1[CH2:34][CH2:35][N:30]([CH2:29][CH2:28][N:5]([C:6]2[CH:7]=[C:8]3[C:12](=[CH:13][CH:14]=2)[N:11]([CH2:15][C:16]([O:18][CH3:19])=[O:17])[CH:10]=[CH:9]3)[S:2]([CH3:1])(=[O:3])=[O:4])[CH2:31][CH2:32]1, predict the reactants needed to synthesize it. The reactants are: [CH3:1][S:2]([NH:5][C:6]1[CH:7]=[C:8]2[C:12](=[CH:13][CH:14]=1)[N:11]([CH2:15][C:16]([O:18][CH3:19])=[O:17])[CH:10]=[CH:9]2)(=[O:4])=[O:3].C([O-])([O-])=O.[K+].[K+].Cl.Cl[CH2:28][CH2:29][N:30]1[CH2:35][CH2:34][O:33][CH2:32][CH2:31]1.